Dataset: Full USPTO retrosynthesis dataset with 1.9M reactions from patents (1976-2016). Task: Predict the reactants needed to synthesize the given product. (1) Given the product [Cl:18][C:19]1[CH:24]=[CH:23][C:22]([C:9]2[C:8]3[C:17]4=[C:16]5[C:5](=[CH:6][CH:7]=3)[CH:4]=[CH:3][CH:2]=[C:15]5[CH:14]=[CH:13][C:12]4=[CH:11][CH:10]=2)=[CH:21][CH:20]=1, predict the reactants needed to synthesize it. The reactants are: Br[C:2]1[C:15]2[C:16]3=[C:17]4[C:12](=[CH:13][CH:14]=2)[CH:11]=[CH:10][CH:9]=[C:8]4[CH:7]=[CH:6][C:5]3=[CH:4][CH:3]=1.[Cl:18][C:19]1[CH:24]=[CH:23][C:22](B(O)O)=[CH:21][CH:20]=1.P([O-])([O-])([O-])=O.[K+].[K+].[K+].CN(C)C=O. (2) Given the product [C:9]([O:8][C:6]([N:1]1[CH2:5][CH:4]2[CH:3]([O:29]2)[CH2:2]1)=[O:7])([CH3:12])([CH3:11])[CH3:10], predict the reactants needed to synthesize it. The reactants are: [NH:1]1[CH2:5][CH:4]=[CH:3][CH2:2]1.[C:6](O[C:6]([O:8][C:9]([CH3:12])([CH3:11])[CH3:10])=[O:7])([O:8][C:9]([CH3:12])([CH3:11])[CH3:10])=[O:7].ClC1C=C(C(OO)=[O:29])C=CC=1.